Predict the reactants needed to synthesize the given product. From a dataset of Full USPTO retrosynthesis dataset with 1.9M reactions from patents (1976-2016). (1) Given the product [F:6][C:7]1[CH:8]=[N:9][N:10]([CH:12]([CH3:15])[C:13](=[NH:14])[O:1][CH2:2][CH3:3])[CH:11]=1, predict the reactants needed to synthesize it. The reactants are: [O-:1][CH2:2][CH3:3].[Na+].[Na].[F:6][C:7]1[CH:8]=[N:9][N:10]([CH:12]([CH3:15])[C:13]#[N:14])[CH:11]=1. (2) Given the product [CH3:1][S:2]([N:5]1[CH2:10][CH2:9][NH:8][CH2:7][CH2:6]1)(=[O:4])=[O:3], predict the reactants needed to synthesize it. The reactants are: [CH3:1][S:2]([N:5]1[CH2:10][CH2:9][N:8](C(OC(C)(C)C)=O)[CH2:7][CH2:6]1)(=[O:4])=[O:3].C(O)(C(F)(F)F)=O.